The task is: Regression. Given a peptide amino acid sequence and an MHC pseudo amino acid sequence, predict their binding affinity value. This is MHC class II binding data.. This data is from Peptide-MHC class II binding affinity with 134,281 pairs from IEDB. The peptide sequence is MFFSTMKRPSREKQD. The MHC is HLA-DQA10102-DQB10602 with pseudo-sequence HLA-DQA10102-DQB10602. The binding affinity (normalized) is 0.330.